From a dataset of Catalyst prediction with 721,799 reactions and 888 catalyst types from USPTO. Predict which catalyst facilitates the given reaction. (1) The catalyst class is: 291. Reactant: [CH2:1]([O:8][C:9]1[CH:10]=[C:11]2[C:15](=[CH:16][CH:17]=1)[NH:14][CH:13]=[C:12]2[C:18](=[O:20])[CH3:19])[C:2]1[CH:7]=[CH:6][CH:5]=[CH:4][CH:3]=1.C([O-])([O-])=O.[K+].[K+].Br[CH2:28][C:29]([O:31][C:32]([CH3:35])([CH3:34])[CH3:33])=[O:30]. Product: [C:18]([C:12]1[C:11]2[C:15](=[CH:16][CH:17]=[C:9]([O:8][CH2:1][C:2]3[CH:3]=[CH:4][CH:5]=[CH:6][CH:7]=3)[CH:10]=2)[N:14]([CH2:28][C:29]([O:31][C:32]([CH3:35])([CH3:34])[CH3:33])=[O:30])[CH:13]=1)(=[O:20])[CH3:19]. (2) Reactant: [N+:1]([C:4]1[CH:5]=[C:6]2[C:13]3([CH2:18][CH2:17][S:16][C:15]([NH:19][C:20](=[O:26])[O:21][C:22]([CH3:25])([CH3:24])[CH3:23])=[N:14]3)[CH2:12][CH2:11][O:10][C:7]2=[CH:8][CH:9]=1)([O-])=O.S(S([O-])=O)([O-])=O.[Na+].[Na+].CN(C)C=O. Product: [NH2:1][C:4]1[CH:5]=[C:6]2[C:13]3([CH2:18][CH2:17][S:16][C:15]([NH:19][C:20](=[O:26])[O:21][C:22]([CH3:24])([CH3:23])[CH3:25])=[N:14]3)[CH2:12][CH2:11][O:10][C:7]2=[CH:8][CH:9]=1. The catalyst class is: 40.